This data is from Catalyst prediction with 721,799 reactions and 888 catalyst types from USPTO. The task is: Predict which catalyst facilitates the given reaction. (1) Reactant: [C:1]([C:3]1[CH:4]=[C:5]([CH:10]=[CH:11][C:12]=1[OH:13])[C:6]([O:8][CH3:9])=[O:7])#[N:2].[F:14][C:15]([F:34])([F:33])[S:16](N(C1C=CC=CC=1)[S:16]([C:15]([F:34])([F:33])[F:14])(=[O:18])=[O:17])(=[O:18])=[O:17].CCN(C(C)C)C(C)C. Product: [C:1]([C:3]1[CH:4]=[C:5]([CH:10]=[CH:11][C:12]=1[O:13][S:16]([C:15]([F:34])([F:33])[F:14])(=[O:18])=[O:17])[C:6]([O:8][CH3:9])=[O:7])#[N:2]. The catalyst class is: 10. (2) Reactant: C([S:8][CH2:9][CH:10]([N:20]([CH2:42][CH2:43][C:44]1[CH:49]=[CH:48][CH:47]=[CH:46][CH:45]=1)[C:21](=[O:41])[NH:22][C@@H:23]([CH2:34][C:35]1[CH:40]=[CH:39][CH:38]=[CH:37][CH:36]=1)[C:24]([O:26]CC1C=CC=CC=1)=[O:25])[CH2:11][S:12]CC1C=CC=CC=1)C1C=CC=CC=1.N.C(=O)=O.CO.[Na].[Cl-].[NH4+]. Product: [SH:8][CH2:9][CH:10]([N:20]([CH2:42][CH2:43][C:44]1[CH:49]=[CH:48][CH:47]=[CH:46][CH:45]=1)[C:21](=[O:41])[NH:22][C@@H:23]([CH2:34][C:35]1[CH:36]=[CH:37][CH:38]=[CH:39][CH:40]=1)[C:24]([OH:26])=[O:25])[CH2:11][SH:12]. The catalyst class is: 7. (3) Reactant: C[O:2][C:3](/[CH:5]=[CH:6]/[C:7]1[C:8](=[O:23])[NH:9][C:10](=[O:22])[N:11]([C@H:13]2[O:18][C@@H:17]([CH2:19][OH:20])[C@H:15]([OH:16])[C@@H:14]2[F:21])[CH:12]=1)=[O:4].[OH-].[Na+].CCOCC. Product: [C:3](/[CH:5]=[CH:6]/[C:7]1[C:8](=[O:23])[NH:9][C:10](=[O:22])[N:11]([C@H:13]2[O:18][C@@H:17]([CH2:19][OH:20])[C@H:15]([OH:16])[C@@H:14]2[F:21])[CH:12]=1)([OH:4])=[O:2]. The catalyst class is: 6. (4) Reactant: C(OC([N:8]1[CH2:11][CH:10]([O:12][C:13]2[CH:18]=[CH:17][C:16]([N:19]3[CH:24]=[CH:23][C:22]4[N:25]=[C:26]([C:28]5[CH:33]=[CH:32][C:31]([C:34]([F:37])([F:36])[F:35])=[CH:30][CH:29]=5)[S:27][C:21]=4[C:20]3=[O:38])=[CH:15][C:14]=2[O:39][CH3:40])[CH2:9]1)=O)(C)(C)C. Product: [NH:8]1[CH2:11][CH:10]([O:12][C:13]2[CH:18]=[CH:17][C:16]([N:19]3[CH:24]=[CH:23][C:22]4[N:25]=[C:26]([C:28]5[CH:29]=[CH:30][C:31]([C:34]([F:35])([F:37])[F:36])=[CH:32][CH:33]=5)[S:27][C:21]=4[C:20]3=[O:38])=[CH:15][C:14]=2[O:39][CH3:40])[CH2:9]1. The catalyst class is: 281.